This data is from Full USPTO retrosynthesis dataset with 1.9M reactions from patents (1976-2016). The task is: Predict the reactants needed to synthesize the given product. (1) The reactants are: [CH2:1]([CH:8]1[C:17]2[C:12](=[CH:13][C:14]([O:20][CH3:21])=[C:15]([O:18][CH3:19])[CH:16]=2)[CH2:11][CH2:10][NH:9]1)[C:2]1[CH:7]=[CH:6][CH:5]=[CH:4][CH:3]=1.Br[CH2:23][C:24](Br)=[O:25].[F:27][C:28]1[CH:35]=[CH:34][C:33]([F:36])=[CH:32][C:29]=1[CH2:30][NH2:31]. Given the product [CH2:1]([CH:8]1[C:17]2[C:12](=[CH:13][C:14]([O:20][CH3:21])=[C:15]([O:18][CH3:19])[CH:16]=2)[CH2:11][CH2:10][N:9]1[CH2:23][C:24]([NH:31][CH2:30][C:29]1[CH:32]=[C:33]([F:36])[CH:34]=[CH:35][C:28]=1[F:27])=[O:25])[C:2]1[CH:3]=[CH:4][CH:5]=[CH:6][CH:7]=1, predict the reactants needed to synthesize it. (2) Given the product [NH2:1][C:2]1[N:7]=[CH:6][N:5]=[C:4]2[N:8]([CH:12]([C:15]3[O:16][C:17]4[C:22]([C:23](=[O:32])[C:24]=3[C:25]3[CH:30]=[CH:29][CH:28]=[C:27]([F:31])[CH:26]=3)=[CH:21][CH:20]=[CH:19][CH:18]=4)[CH2:13][CH3:14])[N:9]=[C:10]([C:46]3[CH:47]=[C:48]4[C:43]([C:42]([CH3:58])=[N:41][NH:40]4)=[CH:44][CH:45]=3)[C:3]=12, predict the reactants needed to synthesize it. The reactants are: [NH2:1][C:2]1[N:7]=[CH:6][N:5]=[C:4]2[N:8]([CH:12]([C:15]3[O:16][C:17]4[C:22]([C:23](=[O:32])[C:24]=3[C:25]3[CH:30]=[CH:29][CH:28]=[C:27]([F:31])[CH:26]=3)=[CH:21][CH:20]=[CH:19][CH:18]=4)[CH2:13][CH3:14])[N:9]=[C:10](I)[C:3]=12.C([N:40]1[C:48]2[C:43](=[CH:44][CH:45]=[C:46](B3OC(C)(C)C(C)(C)O3)[CH:47]=2)[C:42]([CH3:58])=[N:41]1)(OC(C)(C)C)=O.C(=O)([O-])[O-].[Na+].[Na+].ClCCl. (3) Given the product [Cl:30][CH2:29][C:28]1[NH:1][C:2]2[CH:7]=[CH:6][C:5]([C:8]3[C:16]4[C:11](=[CH:12][C:13]([F:17])=[CH:14][CH:15]=4)[N:10]([S:18]([C:21]4[CH:26]=[CH:25][CH:24]=[CH:23][CH:22]=4)(=[O:19])=[O:20])[CH:9]=3)=[CH:4][C:3]=2[N:27]=1, predict the reactants needed to synthesize it. The reactants are: [NH2:1][C:2]1[CH:7]=[CH:6][C:5]([C:8]2[C:16]3[C:11](=[CH:12][C:13]([F:17])=[CH:14][CH:15]=3)[N:10]([S:18]([C:21]3[CH:26]=[CH:25][CH:24]=[CH:23][CH:22]=3)(=[O:20])=[O:19])[CH:9]=2)=[CH:4][C:3]=1[NH:27][C:28](=O)[CH2:29][Cl:30].NC1C=C(C2C3C(=CC(F)=CC=3)N(S(C3C=CC=CC=3)(=O)=O)C=2)C=CC=1NC(=O)CCl. (4) Given the product [CH3:1][CH:2]([CH3:30])[C:3]([NH:5][C:6]1[CH:11]=[CH:10][CH:9]=[C:8]([CH:12]2[CH2:17][CH2:16][N:15]([CH2:18][CH2:19][CH2:20][C:21]3[C:37]4[C:36](=[CH:35][CH:34]=[C:33]([CH3:32])[CH:38]=4)[NH:39][C:22]=3[C:23]3[CH:28]=[CH:27][CH:26]=[CH:25][CH:24]=3)[CH2:14][CH2:13]2)[CH:7]=1)=[O:4], predict the reactants needed to synthesize it. The reactants are: [CH3:1][CH:2]([CH3:30])[C:3]([NH:5][C:6]1[CH:11]=[CH:10][CH:9]=[C:8]([CH:12]2[CH2:17][CH2:16][N:15]([CH2:18][CH2:19][CH2:20][CH2:21][C:22](=O)[C:23]3[CH:28]=[CH:27][CH:26]=[CH:25][CH:24]=3)[CH2:14][CH2:13]2)[CH:7]=1)=[O:4].Cl.[CH3:32][C:33]1[CH:38]=[CH:37][C:36]([NH:39]N)=[CH:35][CH:34]=1.